Dataset: Full USPTO retrosynthesis dataset with 1.9M reactions from patents (1976-2016). Task: Predict the reactants needed to synthesize the given product. (1) Given the product [ClH:21].[Cl:21][C:22]1[CH:23]=[CH:24][C:25]([N:28]2[CH2:33][CH2:32][N:31]([CH2:15][CH2:14][CH2:13][CH2:12][CH:6]3[C:5]4[C:9](=[CH:10][C:2]([F:1])=[CH:3][CH:4]=4)[NH:8][C:7]3=[O:11])[CH2:30][CH2:29]2)=[CH:26][CH:27]=1, predict the reactants needed to synthesize it. The reactants are: [F:1][C:2]1[CH:10]=[C:9]2[C:5]([CH:6]([CH2:12][CH2:13][CH2:14][CH2:15]OS(C)(=O)=O)[C:7](=[O:11])[NH:8]2)=[CH:4][CH:3]=1.[Cl:21][C:22]1[CH:27]=[CH:26][C:25]([N:28]2[CH2:33][CH2:32][NH:31][CH2:30][CH2:29]2)=[CH:24][CH:23]=1. (2) Given the product [ClH:23].[F:1][C:2]1[CH:3]=[C:4]([C@@H:8]2[NH:12][C@@:11]([CH2:21][OH:22])([CH3:20])[CH2:10][CH2:9]2)[CH:5]=[N:6][CH:7]=1, predict the reactants needed to synthesize it. The reactants are: [F:1][C:2]1[CH:3]=[C:4]([C@@H:8]2[N:12](C(OC(C)(C)C)=O)[C@@:11]([CH2:21][OH:22])([CH3:20])[CH2:10][CH2:9]2)[CH:5]=[N:6][CH:7]=1.[ClH:23].O1CCOCC1. (3) Given the product [Cl:1][C:2]1[C:7]([O:8][CH3:9])=[CH:6][CH:5]=[CH:4][C:3]=1[C@@H:10]1[C:16]2[CH:17]=[C:18]([C:21]([F:22])([F:23])[F:24])[CH:19]=[CH:20][C:15]=2[N:14]2[C:25]([C:28]([F:31])([F:30])[CH3:29])=[N:26][N:27]=[C:13]2[C@@H:12]([CH2:32][C:33]([O:35][CH2:36][CH3:37])=[O:34])[O:11]1.[Cl:1][C:2]1[C:7]([O:8][CH3:9])=[CH:6][CH:5]=[CH:4][C:3]=1[C@H:10]1[C:16]2[CH:17]=[C:18]([C:21]([F:22])([F:23])[F:24])[CH:19]=[CH:20][C:15]=2[N:14]2[C:25]([C:28]([F:31])([F:30])[CH3:29])=[N:26][N:27]=[C:13]2[C@H:12]([CH2:32][C:33]([O:35][CH2:36][CH3:37])=[O:34])[O:11]1, predict the reactants needed to synthesize it. The reactants are: [Cl:1][C:2]1[C:7]([O:8][CH3:9])=[CH:6][CH:5]=[CH:4][C:3]=1[C@@H:10]1[C:16]2[CH:17]=[C:18]([C:21]([F:24])([F:23])[F:22])[CH:19]=[CH:20][C:15]=2[N:14]2[C:25]([C:28]([F:31])([F:30])[CH3:29])=[N:26][N:27]=[C:13]2[C@@H:12]([CH2:32][C:33]([O:35][CH2:36][CH3:37])=[O:34])[O:11]1.CCCCCC. (4) Given the product [O:46]=[CH:47][C@@H:48]([C@@H:44]([C@@H:45]([CH2:60][OH:61])[OH:75])[OH:43])[OH:49], predict the reactants needed to synthesize it. The reactants are: C1N=C(N)C2N=CN([C@@H:47]3[O:46][C@H:45]([CH2:60][O:61]P([O:43][C@H:44]4[C@@H:48]([OH:49])[C@H:47](N5C6N=CN=C(N)C=6N=C5)[O:46][C@@H:45]4[CH2:60][O:61]P([O:43][C@H:44]4[C@@H:48]([OH:49])[C@H:47](N5C6N=CN=C(N)C=6N=C5)[O:46][C@@H:45]4[CH2:60][OH:61])(O)=O)(O)=O)[C@@H:44]([OH:43])[C@H:48]3[OH:49])C=2N=1.N1C(N)=C2C(N=CN2)=NC=1.P(OC[C@H]1O[C@@H](N2C3N=CN=C(N)C=3N=C2)[C@H](O)[C@@H]1O)(O)(O)=[O:75].P(OC[C@H]1O[C@@H](N2C=CC(=O)NC2=O)[C@H](O)[C@@H]1O)(O)(O)=O.P(OC[C@H]1O[C@@H](N2C3N=C(N)NC(=O)C=3N=C2)[C@H](O)[C@@H]1O)(O)(O)=O.P(OC[C@H]1O[C@@H](N2C=CC(N)=NC2=O)[C@H](O)[C@@H]1O)(O)(O)=O.